From a dataset of Reaction yield outcomes from USPTO patents with 853,638 reactions. Predict the reaction yield, written as a fraction of the theoretical maximum amount of product (1.0 means a 100% yield; for example, 0.34 means a 34% yield). (1) The reactants are [NH2:1][C:2]1[N:3]=[CH:4][C:5]([C:8]2[C:9]([F:19])=[C:10]([OH:18])[C:11]([CH:14]3[CH2:17][CH2:16][CH2:15]3)=[CH:12][CH:13]=2)=[N:6][CH:7]=1.Cl[C:21]1[N:26]=[C:25]([CH3:27])[CH:24]=[CH:23][N:22]=1.C([O-])([O-])=O.[K+].[K+]. The catalyst is CS(C)=O. The product is [CH:14]1([C:11]2[CH:12]=[CH:13][C:8]([C:5]3[N:6]=[CH:7][C:2]([NH2:1])=[N:3][CH:4]=3)=[C:9]([F:19])[C:10]=2[O:18][C:21]2[N:26]=[C:25]([CH3:27])[CH:24]=[CH:23][N:22]=2)[CH2:15][CH2:16][CH2:17]1. The yield is 0.450. (2) The reactants are [NH2:1][C:2]1[N:10]=[C:9]([O:11][CH2:12][CH2:13][CH2:14][CH3:15])[N:8]=[C:7]2[C:3]=1[NH:4][C:5](=[O:47])[N:6]2[CH2:16][C:17]1[CH:46]=[CH:45][C:20]([O:21][CH2:22][CH2:23][CH2:24][N:25]([CH2:34][CH2:35][N:36]([C:38](OC(C)(C)C)=O)[CH3:37])[CH2:26][C:27]([O:29][C:30](C)(C)C)=[O:28])=[CH:19][CH:18]=1.Cl.C=O.C([BH3-])#N.[Na+].[OH-].[Na+]. The catalyst is C1COCC1.O1CCOCC1.CO. The product is [NH2:1][C:2]1[N:10]=[C:9]([O:11][CH2:12][CH2:13][CH2:14][CH3:15])[N:8]=[C:7]2[C:3]=1[NH:4][C:5](=[O:47])[N:6]2[CH2:16][C:17]1[CH:46]=[CH:45][C:20]([O:21][CH2:22][CH2:23][CH2:24][N:25]([CH2:34][CH2:35][N:36]([CH3:37])[CH3:38])[CH2:26][C:27]([O:29][CH3:30])=[O:28])=[CH:19][CH:18]=1. The yield is 0.490. (3) The reactants are [CH:1]1[C:14]2[C:5](=[N:6][C:7]3[C:12]([N:13]=2)=[CH:11][CH:10]=[CH:9][CH:8]=3)[CH:4]=[CH:3][C:2]=1[C:15]([OH:17])=O.Cl.Cl.[NH2:20][CH:21]1[CH:26]2[CH2:27][CH2:28][N:23]([CH2:24][CH2:25]2)[CH2:22]1. No catalyst specified. The product is [N:23]12[CH2:28][CH2:27][CH:26]([CH2:25][CH2:24]1)[CH:21]([NH:20][C:15]([C:2]1[CH:3]=[CH:4][C:5]3[C:14](=[N:13][C:12]4[C:7]([N:6]=3)=[CH:8][CH:9]=[CH:10][CH:11]=4)[CH:1]=1)=[O:17])[CH2:22]2. The yield is 0.250. (4) The reactants are [Cl:1][C:2]1[CH:7]=[CH:6][CH:5]=[C:4]([C:8]#[N:9])[C:3]=1[CH2:10][C:11]([OH:13])=O.O=S(Cl)[Cl:16]. The catalyst is ClCCl. The product is [Cl:16][C:8]1[C:4]2[C:3](=[C:2]([Cl:1])[CH:7]=[CH:6][CH:5]=2)[CH:10]=[C:11]([OH:13])[N:9]=1. The yield is 0.696.